Dataset: Full USPTO retrosynthesis dataset with 1.9M reactions from patents (1976-2016). Task: Predict the reactants needed to synthesize the given product. (1) Given the product [C:25]1([O:24][C:22](=[O:23])[NH:1][CH2:2][C:3]2[C:12](=[O:13])[C:11]3[C:6](=[CH:7][C:8]([Cl:14])=[CH:9][CH:10]=3)[N:5]([C:15]3[CH:16]=[CH:17][CH:18]=[CH:19][CH:20]=3)[CH:4]=2)[CH:30]=[CH:29][CH:28]=[CH:27][CH:26]=1, predict the reactants needed to synthesize it. The reactants are: [NH2:1][CH2:2][C:3]1[C:12](=[O:13])[C:11]2[C:6](=[CH:7][C:8]([Cl:14])=[CH:9][CH:10]=2)[N:5]([C:15]2[CH:20]=[CH:19][CH:18]=[CH:17][CH:16]=2)[CH:4]=1.Cl[C:22]([O:24][C:25]1[CH:30]=[CH:29][CH:28]=[CH:27][CH:26]=1)=[O:23].C(N(CC)C(C)C)(C)C. (2) Given the product [Cl:1][C:2]1[CH:7]=[CH:6][C:5]([CH2:8][N:26]2[C:27]([CH3:29])=[CH:28][C:24]([C:22]3[O:21][N:20]=[C:19]([C:16]4[CH:17]=[CH:18][C:13]([CH2:12][O:11][CH3:10])=[CH:14][CH:15]=4)[N:23]=3)=[N:25]2)=[CH:4][N:3]=1, predict the reactants needed to synthesize it. The reactants are: [Cl:1][C:2]1[CH:7]=[CH:6][C:5]([CH2:8]Cl)=[CH:4][N:3]=1.[CH3:10][O:11][CH2:12][C:13]1[CH:18]=[CH:17][C:16]([C:19]2[N:23]=[C:22]([C:24]3[CH:28]=[C:27]([CH3:29])[NH:26][N:25]=3)[O:21][N:20]=2)=[CH:15][CH:14]=1.